This data is from Full USPTO retrosynthesis dataset with 1.9M reactions from patents (1976-2016). The task is: Predict the reactants needed to synthesize the given product. (1) Given the product [CH:28]1([C:20]2[CH:21]=[CH:22][CH:23]=[CH:24][C:19]=2[C:17]2[N:18]=[C:14]([CH2:13][O:12][C:9]3[CH:10]=[CH:11][C:6]([O:5][CH2:4][C:3]([O:2][CH3:1])=[O:27])=[C:7]([CH3:26])[CH:8]=3)[S:15][CH:16]=2)[CH2:30][CH2:29]1, predict the reactants needed to synthesize it. The reactants are: [CH3:1][O:2][C:3](=[O:27])[CH2:4][O:5][C:6]1[CH:11]=[CH:10][C:9]([O:12][CH2:13][C:14]2[S:15][CH:16]=[C:17]([C:19]3[CH:24]=[CH:23][CH:22]=[CH:21][C:20]=3Br)[N:18]=2)=[CH:8][C:7]=1[CH3:26].[CH:28]1(B(O)O)[CH2:30][CH2:29]1.C(=O)([O-])[O-].[Na+].[Na+].C(O)C. (2) Given the product [C:1]([C:3]1[N:8]=[N:7][CH:6]=[C:5]([N:9]2[CH:13]=[CH:12][C:11]([N:14]3[CH2:19][C@H:18]([CH3:20])[O:17][C@H:16]([C@@H:21]([OH:29])[C:22]([OH:24])=[O:23])[C:15]3=[O:30])=[N:10]2)[CH:4]=1)#[N:2], predict the reactants needed to synthesize it. The reactants are: [C:1]([C:3]1[N:8]=[N:7][CH:6]=[C:5]([N:9]2[CH:13]=[CH:12][C:11]([N:14]3[CH2:19][C@H:18]([CH3:20])[O:17][C@H:16]([C@@H:21]([OH:29])[C:22]([O:24]C(C)(C)C)=[O:23])[C:15]3=[O:30])=[N:10]2)[CH:4]=1)#[N:2]. (3) Given the product [C:49]([C:44]1[C:45](=[O:48])[N:46]([CH2:60][CH2:61][CH2:62][C:63]2[CH:68]=[CH:67][CH:66]=[CH:65][C:64]=2[Cl:69])[N:47]=[C:42]([C:38]2[CH2:37][C:36]([F:35])([O:53][CH3:54])[CH:41]=[CH:40][CH:39]=2)[CH:43]=1)([OH:51])=[O:50], predict the reactants needed to synthesize it. The reactants are: FC1C=CC(CN2C(=O)C(CCCN3CCN(C)CC3)=CC(C3C=CC(OC)=C(F)C=3)=N2)=CC=1.[F:35][C:36]1([O:53][CH3:54])[CH:41]=[CH:40][CH:39]=[C:38]([C:42]2[CH:43]=[C:44]([C:49]([O:51]C)=[O:50])[C:45](=[O:48])[NH:46][N:47]=2)[CH2:37]1.CS(O[CH2:60][CH2:61][CH2:62][C:63]1[CH:68]=[CH:67][CH:66]=[CH:65][C:64]=1[Cl:69])(=O)=O.FC1C=C(F)C=CC=1C1C=C(COS(C)(=O)=O)C(=O)N(CC(C)C)N=1. (4) Given the product [CH2:3]([O:4][C:5]1[CH:10]=[C:9]([O:11][CH3:12])[C:8]([C:13]([N:15]2[CH2:19][C:18](=[CH2:20])[CH2:17][CH:16]2[CH2:21][OH:22])=[O:14])=[CH:7][C:6]=1[NH2:23])[CH2:2][CH2:1][O:26][C:27]1[CH:32]=[C:31]([O:33][CH3:34])[C:30]([C:35]([N:37]2[CH2:41][C:40](=[CH2:42])[CH2:39][CH:38]2[CH2:43][OH:44])=[O:36])=[CH:29][C:28]=1[NH2:45], predict the reactants needed to synthesize it. The reactants are: [CH2:1]([O:26][C:27]1[CH:32]=[C:31]([O:33][CH3:34])[C:30]([C:35]([N:37]2[CH2:41][C:40](=[CH2:42])[CH2:39][CH:38]2[CH2:43][OH:44])=[O:36])=[CH:29][C:28]=1[N+:45]([O-])=O)[CH2:2][CH2:3][O:4][C:5]1[CH:10]=[C:9]([O:11][CH3:12])[C:8]([C:13]([N:15]2[CH2:19][C:18](=[CH2:20])[CH2:17][CH:16]2[CH2:21][OH:22])=[O:14])=[CH:7][C:6]=1[N+:23]([O-])=O.O.O.Cl[Sn]Cl.C(Cl)(Cl)Cl.CO. (5) Given the product [Cl:45][C:41]1[CH:40]=[C:39]([C:29]2[C:28]3[C:33]4=[C:34]([O:36][CH2:37][N:32]4[C:31](=[O:38])[CH:30]=2)[CH:35]=[C:26]([C:24]([C:23]2[CH:46]=[CH:47][C:20]([Cl:19])=[CH:21][CH:22]=2)([OH:25])[C:17]2[N:13]([CH3:12])[C:14]([SH:18])=[N:15][N:16]=2)[CH:27]=3)[CH:44]=[CH:43][CH:42]=1, predict the reactants needed to synthesize it. The reactants are: [Li]CCCC.CCCCCC.[CH3:12][N:13]1[CH:17]=[N:16][NH:15][C:14]1=[S:18].[Cl:19][C:20]1[CH:47]=[CH:46][C:23]([C:24]([C:26]2[CH:27]=[C:28]3[C:33]4=[C:34]([O:36][CH2:37][N:32]4[C:31](=[O:38])[CH:30]=[C:29]3[C:39]3[CH:44]=[CH:43][CH:42]=[C:41]([Cl:45])[CH:40]=3)[CH:35]=2)=[O:25])=[CH:22][CH:21]=1. (6) Given the product [Cl:1][C:2]1[CH:10]=[CH:9][C:8]2[N:7]([CH2:11][C:12]([F:33])([C:15]3[CH:20]=[CH:19][C:18]([F:21])=[CH:17][CH:16]=3)[CH3:13])[C:6]3[CH2:22][CH2:23][N:24]([CH3:26])[CH2:25][C:5]=3[C:4]=2[CH:3]=1, predict the reactants needed to synthesize it. The reactants are: [Cl:1][C:2]1[CH:10]=[CH:9][C:8]2[N:7]([CH2:11][C:12]([C:15]3[CH:20]=[CH:19][C:18]([F:21])=[CH:17][CH:16]=3)(O)[CH3:13])[C:6]3[CH2:22][CH2:23][N:24]([CH3:26])[CH2:25][C:5]=3[C:4]=2[CH:3]=1.CCN(S(F)(F)[F:33])CC. (7) Given the product [CH:1]1([CH2:4][O:5][C:6]2[N:11]=[C:10]([C:12]([NH:22][C@@H:23]([C:28]([CH3:31])([CH3:30])[CH3:29])[C:24]([O:26][CH3:27])=[O:25])=[O:14])[CH:9]=[CH:8][C:7]=2[N:15]2[CH2:18][C:17]([F:20])([F:19])[CH2:16]2)[CH2:2][CH2:3]1, predict the reactants needed to synthesize it. The reactants are: [CH:1]1([CH2:4][O:5][C:6]2[N:11]=[C:10]([C:12]([OH:14])=O)[CH:9]=[CH:8][C:7]=2[N:15]2[CH2:18][C:17]([F:20])([F:19])[CH2:16]2)[CH2:3][CH2:2]1.Cl.[NH2:22][C@@H:23]([C:28]([CH3:31])([CH3:30])[CH3:29])[C:24]([O:26][CH3:27])=[O:25]. (8) Given the product [NH:28]1[C:36]2[C:31](=[CH:32][CH:33]=[CH:34][CH:35]=2)[C:30]([CH2:37][NH:19][CH2:18][CH2:17][CH2:16][O:15][C:9]2[C:8]3[NH:20][C:21]4[C:26](=[CH:25][C:24]([Cl:27])=[CH:23][CH:22]=4)[C:7]=3[CH:6]=[C:5]3[C:4]4[CH:3]=[C:2]([Cl:1])[CH:14]=[CH:13][C:12]=4[NH:11][C:10]=23)=[CH:29]1, predict the reactants needed to synthesize it. The reactants are: [Cl:1][C:2]1[CH:3]=[C:4]2[C:12](=[CH:13][CH:14]=1)[NH:11][C:10]1[C:9]([O:15][CH2:16][CH2:17][CH2:18][NH2:19])=[C:8]3[NH:20][C:21]4[CH:22]=[CH:23][C:24]([Cl:27])=[CH:25][C:26]=4[C:7]3=[CH:6][C:5]2=1.[NH:28]1[C:36]2[C:31](=[CH:32][CH:33]=[CH:34][CH:35]=2)[C:30]([CH:37]=O)=[CH:29]1.[BH-](OC(C)=O)(OC(C)=O)OC(C)=O.[Na+].CC(O)=O. (9) The reactants are: Cl[C:2]1[C:7]([N+:8]([O-:10])=[O:9])=[C:6]([CH3:11])[CH:5]=[CH:4][N:3]=1.Cl.[CH2:13]([O:20][C:21]1[CH:27]=[CH:26][C:24]([NH2:25])=[CH:23][CH:22]=1)[C:14]1[CH:19]=[CH:18][CH:17]=[CH:16][CH:15]=1.CCN(C(C)C)C(C)C.O. Given the product [CH2:13]([O:20][C:21]1[CH:22]=[CH:23][C:24]([NH:25][C:2]2[C:7]([N+:8]([O-:10])=[O:9])=[C:6]([CH3:11])[CH:5]=[CH:4][N:3]=2)=[CH:26][CH:27]=1)[C:14]1[CH:15]=[CH:16][CH:17]=[CH:18][CH:19]=1, predict the reactants needed to synthesize it.